This data is from Full USPTO retrosynthesis dataset with 1.9M reactions from patents (1976-2016). The task is: Predict the reactants needed to synthesize the given product. (1) Given the product [CH2:32]([O:36][C:37]([NH:1][C@H:2]([C:7]([NH:39][C@H:38]([C:37]([O:36][C:32]([CH3:35])([CH3:34])[CH3:33])=[O:41])[CH3:40])=[O:9])[CH2:3][CH2:4][S:5][CH3:6])=[O:41])[C:26]1[CH:25]=[CH:24][CH:23]=[CH:22][CH:27]=1, predict the reactants needed to synthesize it. The reactants are: [NH2:1][C@H:2]([C:7]([OH:9])=O)[CH2:3][CH2:4][S:5][CH3:6].Cl.CN(C)CCCN=C=NCC.[CH:22]1[CH:23]=[CH:24][C:25]2N(O)N=N[C:26]=2[CH:27]=1.[C:32]([O:36][C:37](=[O:41])[C@H:38]([CH3:40])[NH2:39])([CH3:35])([CH3:34])[CH3:33]. (2) Given the product [O:23]=[C:21]1[C:20]2[C:15](=[CH:16][C:17]([C:24]3[CH:25]=[CH:26][CH:27]=[CH:28][CH:29]=3)=[CH:18][CH:19]=2)[N:14]=[C:13]([N:11]2[CH:12]=[C:8]([C:6]([OH:7])=[O:5])[CH:9]=[N:10]2)[NH:22]1, predict the reactants needed to synthesize it. The reactants are: [OH-].[K+].C([O:5][C:6]([C:8]1[CH:9]=[N:10][N:11]([C:13]2[NH:22][C:21](=[O:23])[C:20]3[C:15](=[CH:16][C:17]([C:24]4[CH:29]=[CH:28][CH:27]=[CH:26][CH:25]=4)=[CH:18][CH:19]=3)[N:14]=2)[CH:12]=1)=[O:7])C.O. (3) Given the product [NH2:10][C:5]1[CH:4]=[C:3]([O:2][CH3:1])[CH:8]=[CH:7][C:6]=1[OH:9], predict the reactants needed to synthesize it. The reactants are: [CH3:1][O:2][C:3]1[CH:8]=[CH:7][C:6]([OH:9])=[C:5]([N+:10]([O-])=O)[CH:4]=1.C(O)C. (4) Given the product [F:7][C:8]1[CH:17]=[C:12]([CH2:13][OH:14])[CH:11]=[N:10][C:9]=1[O:18][CH3:19], predict the reactants needed to synthesize it. The reactants are: [H-].[H-].[H-].[H-].[Li+].[Al+3].[F:7][C:8]1[C:9]([O:18][CH3:19])=[N:10][CH:11]=[C:12]([CH:17]=1)[C:13](OC)=[O:14]. (5) The reactants are: [CH3:1][N:2]1[C@@H:6]([CH2:7][C:8]2[C:12]3[CH:13]=[C:14]([CH2:17][CH2:18][S:19]([C:22]4[CH:23]=[CH:24][CH:25]=[CH:26][CH:27]=4)(=[O:21])=[O:20])[CH:15]=[CH:16][C:11]=3[NH:10][CH:9]=2)[CH2:5][CH2:4][CH2:3]1.[C:28]1([CH3:38])[CH:33]=[CH:32][C:31]([S:34]([OH:37])(=[O:36])=[O:35])=[CH:30][CH:29]=1. Given the product [CH3:1][N:2]1[C@@H:6]([CH2:7][C:8]2[C:12]3[CH:13]=[C:14]([CH2:17][CH2:18][S:19]([C:22]4[CH:27]=[CH:26][CH:25]=[CH:24][CH:23]=4)(=[O:20])=[O:21])[CH:15]=[CH:16][C:11]=3[NH:10][CH:9]=2)[CH2:5][CH2:4][CH2:3]1.[CH3:38][C:28]1[CH:33]=[CH:32][C:31]([S:34]([OH:37])(=[O:36])=[O:35])=[CH:30][CH:29]=1, predict the reactants needed to synthesize it.